This data is from Reaction yield outcomes from USPTO patents with 853,638 reactions. The task is: Predict the reaction yield, written as a fraction of the theoretical maximum amount of product (1.0 means a 100% yield; for example, 0.34 means a 34% yield). The reactants are S([N:11]1[CH:15]=[C:14]([NH2:16])[CH:13]=[N:12]1)(C1C=CC(C)=CC=1)(=O)=O.[C:17]1(=[O:27])[C:25]2[C:20](=[CH:21][CH:22]=[CH:23][CH:24]=2)[C:19](=[O:26])O1. The catalyst is CN(C=O)C.C(#N)C.O. The product is [NH:11]1[CH:15]=[C:14]([N:16]2[C:19](=[O:26])[C:20]3[C:25](=[CH:24][CH:23]=[CH:22][CH:21]=3)[C:17]2=[O:27])[CH:13]=[N:12]1. The yield is 0.920.